The task is: Regression/Classification. Given a drug SMILES string, predict its absorption, distribution, metabolism, or excretion properties. Task type varies by dataset: regression for continuous measurements (e.g., permeability, clearance, half-life) or binary classification for categorical outcomes (e.g., BBB penetration, CYP inhibition). For this dataset (solubility_aqsoldb), we predict Y.. This data is from Aqueous solubility values for 9,982 compounds from the AqSolDB database. (1) The Y is -2.24 log mol/L. The compound is C=C(Br)C(F)(F)F. (2) The drug is COc1ccccc1N/N=C1\C(=O)C=Cc2ccccc21. The Y is -8.93 log mol/L. (3) The compound is CCCCC(C)C. The Y is -4.60 log mol/L. (4) The molecule is Cc1nc2ncncc2[nH]1. The Y is -0.410 log mol/L. (5) The molecule is NC(=O)NCC(=O)NCC(=O)NCC(=O)O. The Y is -1.35 log mol/L. (6) The drug is CCOC(=O)N1CCN(C)CC1. The Y is 1.13 log mol/L.